The task is: Binary Classification. Given a T-cell receptor sequence (or CDR3 region) and an epitope sequence, predict whether binding occurs between them.. This data is from TCR-epitope binding with 47,182 pairs between 192 epitopes and 23,139 TCRs. The epitope is LVLSVNPYV. The TCR CDR3 sequence is CASGAPSYEQYF. Result: 1 (the TCR binds to the epitope).